Dataset: Reaction yield outcomes from USPTO patents with 853,638 reactions. Task: Predict the reaction yield, written as a fraction of the theoretical maximum amount of product (1.0 means a 100% yield; for example, 0.34 means a 34% yield). (1) The reactants are [F:1][C:2]1[CH:7]=[CH:6][C:5]([C:8]([CH:10]2[CH2:15][CH2:14][NH:13][CH2:12][CH2:11]2)=[O:9])=[CH:4][CH:3]=1.[CH:16](O)=O.C=O.[OH-].[K+]. The catalyst is O. The product is [F:1][C:2]1[CH:7]=[CH:6][C:5]([C:8]([CH:10]2[CH2:15][CH2:14][N:13]([CH3:16])[CH2:12][CH2:11]2)=[O:9])=[CH:4][CH:3]=1. The yield is 0.980. (2) The reactants are [I:1][C:2]1[C:10]2[C:5](=[N:6][CH:7]=[CH:8][CH:9]=2)[NH:4][CH:3]=1.[H-].[Na+].[Si:13](Cl)([C:16]([CH3:19])([CH3:18])[CH3:17])([CH3:15])[CH3:14].O. The catalyst is O1CCCC1. The product is [C:16]([Si:13]([CH3:15])([CH3:14])[N:4]1[C:5]2=[N:6][CH:7]=[CH:8][CH:9]=[C:10]2[C:2]([I:1])=[CH:3]1)([CH3:19])([CH3:18])[CH3:17]. The yield is 0.150. (3) The reactants are Br[C:2]1[CH:3]=[C:4]2[CH:10]=[CH:9][N:8]([Si:11]([CH:18]([CH3:20])[CH3:19])([CH:15]([CH3:17])[CH3:16])[CH:12]([CH3:14])[CH3:13])[C:5]2=[N:6][CH:7]=1.C([Li])(C)(C)C.[C:26]([O:30][C:31]([N:33]1[CH2:37][CH2:36][CH2:35][C:34]1([CH:41]=[O:42])[CH2:38][CH2:39][CH3:40])=[O:32])([CH3:29])([CH3:28])[CH3:27]. The catalyst is CCOCC. The product is [C:26]([O:30][C:31]([N:33]1[CH2:37][CH2:36][CH2:35][C:34]1([CH:41]([OH:42])[C:2]1[CH:3]=[C:4]2[CH:10]=[CH:9][N:8]([Si:11]([CH:18]([CH3:20])[CH3:19])([CH:15]([CH3:17])[CH3:16])[CH:12]([CH3:14])[CH3:13])[C:5]2=[N:6][CH:7]=1)[CH2:38][CH2:39][CH3:40])=[O:32])([CH3:28])([CH3:29])[CH3:27]. The yield is 0.530. (4) The reactants are [CH2:1]([C:3]([C:22]1[CH:27]=[CH:26][C:25]([OH:28])=[C:24]([CH3:29])[CH:23]=1)([C:6]1[CH:11]=[CH:10][C:9]([CH:12]([CH3:20])[CH2:13][C:14]([CH2:18][CH3:19])([OH:17])[CH2:15][CH3:16])=[C:8]([CH3:21])[CH:7]=1)[CH2:4][CH3:5])[CH3:2].C([O-])([O-])=O.[K+].[K+].C1(C)C=CC(S(O[CH2:46][C@@H:47]2[CH2:51][O:50][C:49]([CH3:53])([CH3:52])[O:48]2)(=O)=O)=CC=1.C([O-])(O)=O.[Na+]. The catalyst is CN(C=O)C. The product is [CH3:52][C:49]1([CH3:53])[O:48][C@H:47]([CH2:46][O:28][C:25]2[CH:26]=[CH:27][C:22]([C:3]([C:6]3[CH:11]=[CH:10][C:9]([CH:12]([CH3:20])[CH2:13][C:14]([CH2:15][CH3:16])([OH:17])[CH2:18][CH3:19])=[C:8]([CH3:21])[CH:7]=3)([CH2:4][CH3:5])[CH2:1][CH3:2])=[CH:23][C:24]=2[CH3:29])[CH2:51][O:50]1. The yield is 0.570. (5) The reactants are CC([O:5][C:6](=[O:24])[CH2:7][N:8]1[C:13]2[CH:14]=[C:15]([C:18]([O:20][CH2:21][CH3:22])=[O:19])[CH:16]=[CH:17][C:12]=2[O:11][CH2:10][C:9]1=[O:23])(C)C.CC#N.O. The catalyst is C(Cl)Cl.FC(F)(F)C(O)=O. The product is [CH2:21]([O:20][C:18]([C:15]1[CH:16]=[CH:17][C:12]2[O:11][CH2:10][C:9](=[O:23])[N:8]([CH2:7][C:6]([OH:24])=[O:5])[C:13]=2[CH:14]=1)=[O:19])[CH3:22]. The yield is 0.990. (6) The yield is 0.850. The product is [OH:1][CH:2]([CH3:18])[CH2:3][C:4]1[CH:9]=[CH:8][N:7]=[C:6]([NH:10][C:11](=[O:17])[O:12][C:13]([CH3:15])([CH3:14])[CH3:16])[CH:5]=1. The reactants are [O:1]=[C:2]([CH3:18])[CH2:3][C:4]1[CH:9]=[CH:8][N:7]=[C:6]([NH:10][C:11](=[O:17])[O:12][C:13]([CH3:16])([CH3:15])[CH3:14])[CH:5]=1.[BH4-].[Na+]. The catalyst is CO. (7) The reactants are [NH2:1][C:2]1[S:6][N:5]=[C:4]([CH3:7])[C:3]=1[C:8]([NH:10][C:11]1[CH:12]=[N:13][C:14]([O:17][CH3:18])=[CH:15][CH:16]=1)=[O:9].Cl[C:20]1[CH:29]=[N:28][C:27]2[C:22](=[C:23]([CH3:30])[CH:24]=[CH:25][CH:26]=2)[N:21]=1.C(=O)([O-])[O-].[Cs+].[Cs+].CC1(C)C2C(=C(P(C3C=CC=CC=3)C3C=CC=CC=3)C=CC=2)OC2C(P(C3C=CC=CC=3)C3C=CC=CC=3)=CC=CC1=2. The catalyst is O1CCOCC1.CN(C=O)C.C([O-])(=O)C.[Pd+2].C([O-])(=O)C. The product is [CH3:18][O:17][C:14]1[N:13]=[CH:12][C:11]([NH:10][C:8]([C:3]2[C:4]([CH3:7])=[N:5][S:6][C:2]=2[NH:1][C:20]2[CH:29]=[N:28][C:27]3[C:22](=[C:23]([CH3:30])[CH:24]=[CH:25][CH:26]=3)[N:21]=2)=[O:9])=[CH:16][CH:15]=1. The yield is 0.280. (8) The reactants are [C:1]([O:5][C:6]([NH:8][C:9]1[S:10][C:11]([CH:19]=[O:20])=[C:12]([C:14]2[O:15][CH:16]=[CH:17][CH:18]=2)[N:13]=1)=[O:7])([CH3:4])([CH3:3])[CH3:2].[CH2:21]([Li])[CH2:22][CH2:23][CH3:24].CCCCCC.[Cl-].[NH4+]. The catalyst is C1COCC1. The product is [O:15]1[CH:16]=[CH:17][CH:18]=[C:14]1[C:12]1[N:13]=[C:9]([NH:8][C:6](=[O:7])[O:5][C:1]([CH3:4])([CH3:2])[CH3:3])[S:10][C:11]=1[CH:19]([OH:20])[CH2:21][CH2:22][CH2:23][CH3:24]. The yield is 0.630. (9) The reactants are C([NH:4][C:5]1[N:6]=[C:7]([N:16]2[CH2:21][CH2:20][O:19][CH2:18][CH2:17]2)[C:8]2[N:14]=[C:13]([Cl:15])[CH:12]=[CH:11][C:9]=2[N:10]=1)(=O)C.C([O-])([O-])=O.[K+].[K+]. The catalyst is CO.O. The product is [NH2:4][C:5]1[N:6]=[C:7]([N:16]2[CH2:17][CH2:18][O:19][CH2:20][CH2:21]2)[C:8]2[N:14]=[C:13]([Cl:15])[CH:12]=[CH:11][C:9]=2[N:10]=1. The yield is 0.980.